This data is from Reaction yield outcomes from USPTO patents with 853,638 reactions. The task is: Predict the reaction yield, written as a fraction of the theoretical maximum amount of product (1.0 means a 100% yield; for example, 0.34 means a 34% yield). (1) The reactants are [CH:1]1([C:4]2[N:31]=[C:7]3[NH:8][C:9](=[O:30])[C:10]([CH2:15][C:16]4[CH:21]=[CH:20][C:19]([C:22]5[C:23]([C:28]#[N:29])=[CH:24][CH:25]=[CH:26][CH:27]=5)=[CH:18][CH:17]=4)=[C:11]([CH2:12][CH2:13][CH3:14])[N:6]3[N:5]=2)[CH2:3][CH2:2]1.CI.[C:34](=O)([O-])[O-].[K+].[K+].CN(C)C=O. The catalyst is C(OCC)(=O)C. The product is [CH:1]1([C:4]2[N:31]=[C:7]3[N:8]([CH3:34])[C:9](=[O:30])[C:10]([CH2:15][C:16]4[CH:21]=[CH:20][C:19]([C:22]5[C:23]([C:28]#[N:29])=[CH:24][CH:25]=[CH:26][CH:27]=5)=[CH:18][CH:17]=4)=[C:11]([CH2:12][CH2:13][CH3:14])[N:6]3[N:5]=2)[CH2:2][CH2:3]1. The yield is 1.00. (2) The reactants are [Cl:1][C:2]1[C:7]([Cl:8])=[CH:6][CH:5]=[CH:4][C:3]=1[N:9]1[CH2:14][CH2:13][N:12]([CH2:15][CH2:16][CH2:17][CH:18]=[CH:19][C:20]2[N:29]=[C:28]3[C:23]([CH:24]=[C:25]([CH3:31])[C:26](=[O:30])[NH:27]3)=[CH:22][CH:21]=2)[CH2:11][CH2:10]1. The product is [Cl:1][C:2]1[C:7]([Cl:8])=[CH:6][CH:5]=[CH:4][C:3]=1[N:9]1[CH2:14][CH2:13][N:12]([CH2:15][CH2:16][CH2:17][CH2:18][CH2:19][C:20]2[N:29]=[C:28]3[C:23]([CH:24]=[C:25]([CH3:31])[C:26](=[O:30])[NH:27]3)=[CH:22][CH:21]=2)[CH2:11][CH2:10]1. The catalyst is C1COCC1.CCO.[Ni]. The yield is 0.514. (3) The reactants are [Cl:1][C:2]1[CH:7]=[CH:6][N:5]=[C:4]2[CH:8]=[C:9]([C:11]([OH:13])=O)[S:10][C:3]=12.[CH3:14][NH:15][CH3:16].C1COCC1.CCN(CC)CC. No catalyst specified. The product is [Cl:1][C:2]1[CH:7]=[CH:6][N:5]=[C:4]2[CH:8]=[C:9]([C:11]([N:15]([CH3:16])[CH3:14])=[O:13])[S:10][C:3]=12. The yield is 0.840. (4) The reactants are Cl[C:2]1[C:7]([C:8]([O:10][CH3:11])=[O:9])=[CH:6][N:5]=[C:4]2[N:12]([Si](C(C)C)(C(C)C)C(C)C)[CH:13]=[CH:14][C:3]=12.[NH:25]1[CH2:30][CH2:29][NH:28][CH2:27][CH2:26]1.[CH3:31][C:32]([O:35][C:36](O[C:36]([O:35][C:32]([CH3:34])([CH3:33])[CH3:31])=[O:37])=[O:37])([CH3:34])[CH3:33].C(N(CC)CC)C. The catalyst is CN1C(=O)CCC1.C(Cl)Cl.O. The product is [C:32]([O:35][C:36]([N:25]1[CH2:30][CH2:29][N:28]([C:2]2[C:7]([C:8]([O:10][CH3:11])=[O:9])=[CH:6][N:5]=[C:4]3[NH:12][CH:13]=[CH:14][C:3]=23)[CH2:27][CH2:26]1)=[O:37])([CH3:34])([CH3:33])[CH3:31]. The yield is 1.64.